Dataset: Forward reaction prediction with 1.9M reactions from USPTO patents (1976-2016). Task: Predict the product of the given reaction. Given the reactants [NH:1]1[CH2:6][CH2:5][CH:4]([N:7]2[CH2:10][C:9]([CH2:33][C:34]#[N:35])([N:11]3[CH:15]=[C:14]([C:16]4[C:17]5[CH:24]=[CH:23][N:22](COCC[Si](C)(C)C)[C:18]=5[N:19]=[CH:20][N:21]=4)[CH:13]=[N:12]3)[CH2:8]2)[CH2:3][CH2:2]1.[N:36]1([CH2:40][C:41]2[N:46]=[C:45]([C:47]([F:50])([F:49])[F:48])[N:44]=[C:43]([C:51](O)=[O:52])[CH:42]=2)[CH2:39][CH2:38][CH2:37]1.Cl.N1(CC2N=C(C(F)(F)F)N=C(C(O)=O)C=2)CCC1.C(N(CC)CC)C.F[P-](F)(F)(F)(F)F.C[N+](C)=C(N(C)C)ON1C2N=CC=CC=2N=N1, predict the reaction product. The product is: [N:36]1([CH2:40][C:41]2[N:46]=[C:45]([C:47]([F:49])([F:48])[F:50])[N:44]=[C:43]([C:51]([N:1]3[CH2:6][CH2:5][CH:4]([N:7]4[CH2:10][C:9]([CH2:33][C:34]#[N:35])([N:11]5[CH:15]=[C:14]([C:16]6[C:17]7[CH:24]=[CH:23][NH:22][C:18]=7[N:19]=[CH:20][N:21]=6)[CH:13]=[N:12]5)[CH2:8]4)[CH2:3][CH2:2]3)=[O:52])[CH:42]=2)[CH2:39][CH2:38][CH2:37]1.